Dataset: Forward reaction prediction with 1.9M reactions from USPTO patents (1976-2016). Task: Predict the product of the given reaction. (1) Given the reactants [C:1]([C:5]1[CH:9]=[C:8]([CH2:10]O)[O:7][N:6]=1)([CH3:4])([CH3:3])[CH3:2].S(Cl)([Cl:14])=O, predict the reaction product. The product is: [C:1]([C:5]1[CH:9]=[C:8]([CH2:10][Cl:14])[O:7][N:6]=1)([CH3:4])([CH3:3])[CH3:2]. (2) Given the reactants [C:1](=[O:4])([O-])[O-].[Cs+].[Cs+].[Cl:7][C:8]1[CH:9]=[CH:10][C:11]2[S:15][C:14](=O)[NH:13][C:12]=2[CH:17]=1.CI, predict the reaction product. The product is: [Cl:7][C:8]1[CH:9]=[CH:10][C:11]2[S:15][C:1](=[O:4])[N:13]([CH3:14])[C:12]=2[CH:17]=1.